Dataset: Catalyst prediction with 721,799 reactions and 888 catalyst types from USPTO. Task: Predict which catalyst facilitates the given reaction. (1) The catalyst class is: 11. Product: [C:17]1([C@H:23]([O:25][C:31](=[O:39])[NH:28][C:12]2[N:8]([C:5]3[CH:4]=[CH:3][C:2]([Br:1])=[CH:7][CH:6]=3)[N:9]=[N:10][C:11]=2[CH3:16])[CH3:24])[CH:22]=[CH:21][CH:20]=[CH:19][CH:18]=1. Reactant: [Br:1][C:2]1[CH:7]=[CH:6][C:5]([N:8]2[C:12](C(O)=O)=[C:11]([CH3:16])[N:10]=[N:9]2)=[CH:4][CH:3]=1.[C:17]1([C@H:23]([OH:25])[CH3:24])[CH:22]=[CH:21][CH:20]=[CH:19][CH:18]=1.C([N:28]([CH2:31]C)CC)C.C1([O:39]P(N=[N+]=[N-])(=O)OC2C=CC=CC=2)C=CC=CC=1. (2) Reactant: [F:1][C:2]1[C:29]([O:30][CH3:31])=[CH:28][C:27]([O:32][CH3:33])=[C:26]([F:34])[C:3]=1[CH2:4][O:5][C:6]1[CH:7]=[N:8][C:9]([NH:12][C:13]2[CH:14]=[N:15][N:16]([CH2:18][C@H:19]3[CH2:23][O:22]C(C)(C)[O:20]3)[CH:17]=2)=[N:10][CH:11]=1.Cl.C(=O)([O-])O.[Na+]. Product: [F:1][C:2]1[C:29]([O:30][CH3:31])=[CH:28][C:27]([O:32][CH3:33])=[C:26]([F:34])[C:3]=1[CH2:4][O:5][C:6]1[CH:11]=[N:10][C:9]([NH:12][C:13]2[CH:14]=[N:15][N:16]([CH2:18][C@H:19]([OH:20])[CH2:23][OH:22])[CH:17]=2)=[N:8][CH:7]=1. The catalyst class is: 7. (3) Reactant: C(N(CC)CC)C.[CH3:8][O:9][C:10](=[O:16])[C@H:11]1[CH2:15][CH2:14][CH2:13][NH:12]1.[C:17](O[C:17]([O:19][C:20]([CH3:23])([CH3:22])[CH3:21])=[O:18])([O:19][C:20]([CH3:23])([CH3:22])[CH3:21])=[O:18]. Product: [CH3:8][O:9][C:10](=[O:16])[C@H:11]1[CH2:15][CH2:14][CH2:13][N:12]1[C:17]([O:19][C:20]([CH3:23])([CH3:22])[CH3:21])=[O:18]. The catalyst class is: 107.